This data is from Reaction yield outcomes from USPTO patents with 853,638 reactions. The task is: Predict the reaction yield, written as a fraction of the theoretical maximum amount of product (1.0 means a 100% yield; for example, 0.34 means a 34% yield). (1) The reactants are [C:1]1([C:7]([C:9]2[CH:10]=[C:11]([OH:15])[CH:12]=[CH:13][CH:14]=2)=[CH2:8])[CH:6]=[CH:5][CH:4]=[CH:3][CH:2]=1.[Mg+2].[Cl-].[Cl-].[CH2:19]=[O:20].Cl. The catalyst is C(#N)C. The product is [OH:15][C:11]1[CH:10]=[C:9]([C:7]([C:1]2[CH:2]=[CH:3][CH:4]=[CH:5][CH:6]=2)=[CH2:8])[CH:14]=[CH:13][C:12]=1[CH:19]=[O:20]. The yield is 0.910. (2) The reactants are BrC1C(OC)=NC2CCN(C(=O)C(F)(F)F)CC(C)C=2C=1.[Sn](C=C)(CCCC)(CCCC)CCCC.[CH3:37][O:38][C:39]1[C:40]([CH:57]=[CH2:58])=[CH:41][C:42]2[CH:48]([CH3:49])[CH2:47][N:46](C(=O)C(F)(F)F)[CH2:45][CH2:44][C:43]=2[N:56]=1.C([O-])([O-])=O.[K+].[K+]. The catalyst is C1C=CC([P]([Pd]([P](C2C=CC=CC=2)(C2C=CC=CC=2)C2C=CC=CC=2)([P](C2C=CC=CC=2)(C2C=CC=CC=2)C2C=CC=CC=2)[P](C2C=CC=CC=2)(C2C=CC=CC=2)C2C=CC=CC=2)(C2C=CC=CC=2)C2C=CC=CC=2)=CC=1.O.CO.C1(C)C=CC=CC=1. The product is [CH3:37][O:38][C:39]1[C:40]([CH:57]=[CH2:58])=[CH:41][C:42]2[CH:48]([CH3:49])[CH2:47][NH:46][CH2:45][CH2:44][C:43]=2[N:56]=1. The yield is 0.770. (3) The catalyst is S([O-])([O-])(=O)=O.[Cu+2].C(O)(C)(C)C. The product is [CH3:32][O:31][C:29]1[CH:30]=[C:25]([CH:26]=[C:27]([O:33][CH3:34])[CH:28]=1)[CH2:24][N:21]1[CH:16]=[C:15]([CH2:14][NH:13][C:11](=[O:12])[C:10]2[CH:17]=[CH:18][CH:19]=[N:20][C:9]=2[NH:8][C:5]2[CH:6]=[CH:7][C:2]([F:1])=[CH:3][CH:4]=2)[N:23]=[N:22]1. The yield is 0.710. The reactants are [F:1][C:2]1[CH:7]=[CH:6][C:5]([NH:8][C:9]2[N:20]=[CH:19][CH:18]=[CH:17][C:10]=2[C:11]([NH:13][CH2:14][C:15]#[CH:16])=[O:12])=[CH:4][CH:3]=1.[N:21]([CH2:24][C:25]1[CH:30]=[C:29]([O:31][CH3:32])[CH:28]=[C:27]([O:33][CH3:34])[CH:26]=1)=[N+:22]=[N-:23].O.O=C1O[C@H]([C@H](CO)O)C([O-])=C1O.[Na+]. (4) The reactants are C(Cl)(=O)C(Cl)=O.CS(C)=O.[OH:11][CH:12]1[CH2:16][CH2:15][N:14]([C:17]2[CH:27]=[CH:26][C:20]([C:21]([O:23][CH2:24][CH3:25])=[O:22])=[CH:19][CH:18]=2)[CH2:13]1.CCN(CC)CC. The catalyst is C(Cl)Cl. The product is [O:11]=[C:12]1[CH2:16][CH2:15][N:14]([C:17]2[CH:27]=[CH:26][C:20]([C:21]([O:23][CH2:24][CH3:25])=[O:22])=[CH:19][CH:18]=2)[CH2:13]1. The yield is 0.910. (5) The reactants are Cl[C:2]1[N:7]=[C:6]([NH:8][C:9]2[CH:14]=[CH:13][C:12]([O:15][CH2:16][CH3:17])=[CH:11][CH:10]=2)[C:5]([F:18])=[CH:4][N:3]=1.C(N(C(C)C)C(C)C)C.[CH2:28]1[CH2:38][O:37][C:36]2[CH:35]=[CH:34][C:32]([NH2:33])=[CH:31][C:30]=2[O:29]1. The catalyst is C(O)CO. The product is [CH2:16]([O:15][C:12]1[CH:13]=[CH:14][C:9]([NH:8][C:6]2[C:5]([F:18])=[CH:4][N:3]=[C:2]([NH:33][C:32]3[CH:34]=[CH:35][C:36]4[O:37][CH2:38][CH2:28][O:29][C:30]=4[CH:31]=3)[N:7]=2)=[CH:10][CH:11]=1)[CH3:17]. The yield is 0.600.